Task: Predict the reaction yield, written as a fraction of the theoretical maximum amount of product (1.0 means a 100% yield; for example, 0.34 means a 34% yield).. Dataset: Reaction yield outcomes from USPTO patents with 853,638 reactions (1) The reactants are [Cl:1][C:2]1[CH:7]=[CH:6][C:5]([C:8]2[CH:13]=[CH:12][CH:11]=[CH:10][C:9]=2[C:14](=O)[CH3:15])=[CH:4][CH:3]=1.[CH2:17]1[O:26][C:20]2([CH2:25][CH2:24][NH:23][CH2:22][CH2:21]2)[O:19][CH2:18]1.C(O)C.[BH4-].[Na+]. The catalyst is C(OCC)(=O)C.CC(C)[O-].[Ti+4].CC(C)[O-].CC(C)[O-].CC(C)[O-]. The product is [Cl:1][C:2]1[CH:7]=[CH:6][C:5]([C:8]2[CH:13]=[CH:12][CH:11]=[CH:10][C:9]=2[CH:14]([N:23]2[CH2:24][CH2:25][C:20]3([O:26][CH2:17][CH2:18][O:19]3)[CH2:21][CH2:22]2)[CH3:15])=[CH:4][CH:3]=1. The yield is 0.960. (2) The reactants are [Cl:1][C:2]1[C:10]2[N:9]=[C:8]3[N:11]([C:15]4[CH:20]=[CH:19][C:18]([Cl:21])=[CH:17][C:16]=4[Cl:22])[CH2:12][CH2:13][CH2:14][N:7]3[C:6]=2[C:5]([CH:23]([NH:26][C:27](=[O:29])[CH3:28])[CH2:24][CH3:25])=[CH:4][CH:3]=1.[H-].[Na+].[CH3:32]I. The catalyst is CN(C)C=O.O. The product is [Cl:1][C:2]1[C:10]2[N:9]=[C:8]3[N:11]([C:15]4[CH:20]=[CH:19][C:18]([Cl:21])=[CH:17][C:16]=4[Cl:22])[CH2:12][CH2:13][CH2:14][N:7]3[C:6]=2[C:5]([CH:23]([N:26]([CH3:32])[C:27](=[O:29])[CH3:28])[CH2:24][CH3:25])=[CH:4][CH:3]=1. The yield is 0.170. (3) The reactants are N[C@H]([CH:7]=[O:8])CCSC.[Br:9][C:10]1[CH:11]=[C:12]2[C:17](=[CH:18][CH:19]=1)[N:16]=[C:15](Cl)[CH:14]=[CH:13]2. The catalyst is CO. The product is [Br:9][C:10]1[CH:11]=[C:12]2[C:17](=[CH:18][CH:19]=1)[N:16]=[C:15]([O:8][CH3:7])[CH:14]=[CH:13]2. The yield is 0.980. (4) The reactants are C[O-].[Na+].Cl.[NH2:5][OH:6].C[O:8][C:9](=O)[CH2:10][CH2:11][CH2:12][CH2:13][CH2:14][NH:15][S:16]([C:19]1[CH:20]=[N:21][CH:22]=[CH:23][CH:24]=1)(=[O:18])=[O:17].[C:26]([OH:31])(=[O:30])[C:27]([OH:29])=[O:28]. The catalyst is CO. The product is [C:26]([OH:31])(=[O:30])[C:27]([OH:29])=[O:28].[OH:6][NH:5][C:9](=[O:8])[CH2:10][CH2:11][CH2:12][CH2:13][CH2:14][NH:15][S:16]([C:19]1[CH:20]=[N:21][CH:22]=[CH:23][CH:24]=1)(=[O:18])=[O:17]. The yield is 0.440. (5) The reactants are [C:1]([C:4]1[CH:35]=[CH:34][C:7]([O:8][C:9]2[CH:10]=[C:11]3[C:16](=[CH:17][CH:18]=2)[N:15]=[C:14]([C:19]([N:21]2[CH2:26][CH2:25][N:24](C(OC(C)(C)C)=O)[CH2:23][CH2:22]2)=[O:20])[CH:13]=[CH:12]3)=[CH:6][CH:5]=1)(=[O:3])[CH3:2].FC(F)(F)C1C=CC(OC2C=C3C(=CC=2)N=C(C(N2CCN(C(OC(C)(C)C)=O)CC2)=O)C=C3)=NC=1. No catalyst specified. The product is [N:21]1([C:19]([C:14]2[CH:13]=[CH:12][C:11]3[C:16](=[CH:17][CH:18]=[C:9]([O:8][C:7]4[CH:34]=[CH:35][C:4]([C:1](=[O:3])[CH3:2])=[CH:5][CH:6]=4)[CH:10]=3)[N:15]=2)=[O:20])[CH2:26][CH2:25][NH:24][CH2:23][CH2:22]1. The yield is 0.940. (6) The product is [NH2:1][C:2]1[C:10]2[C:5](=[N:6][C:7]([CH3:16])=[C:8]([O:12][CH2:13][CH2:14][N:30]3[CH2:35][CH2:34][O:33][CH2:32][CH2:31]3)[C:9]=2[CH3:11])[S:4][C:3]=1[C:17]([O:19][C:20]([CH3:23])([CH3:22])[CH3:21])=[O:18]. The catalyst is CC#N. The reactants are [NH2:1][C:2]1[C:10]2[C:5](=[N:6][C:7]([CH3:16])=[C:8]([O:12][CH2:13][CH2:14]Cl)[C:9]=2[CH3:11])[S:4][C:3]=1[C:17]([O:19][C:20]([CH3:23])([CH3:22])[CH3:21])=[O:18].C([O-])([O-])=O.[K+].[K+].[NH:30]1[CH2:35][CH2:34][O:33][CH2:32][CH2:31]1. The yield is 0.300. (7) The product is [O:23]1[CH:8]2[CH2:7][CH2:6][C:5]3[C:10]([CH:9]12)=[CH:1][C:2]([C:11]([O:13][CH3:14])=[O:12])=[CH:3][CH:4]=3. The yield is 0.860. The catalyst is C1(C)C=CC=CC=1. The reactants are [CH:1]1[C:10]2[CH:9]=[CH:8][CH2:7][CH2:6][C:5]=2[CH:4]=[CH:3][C:2]=1[C:11]([O:13][CH3:14])=[O:12].ClC1C=CC=C(C(OO)=[O:23])C=1. (8) The reactants are [C:1]([O:5][C:6](=[O:19])[N:7]([CH2:10][C:11]1[CH:12]=[N:13][CH:14]=[C:15](Br)[C:16]=1[CH3:17])[CH2:8][CH3:9])([CH3:4])([CH3:3])[CH3:2].[N:20]1[CH:25]=[CH:24][C:23]([C:26]2[N:27]([CH2:55][O:56][CH2:57][CH2:58][Si:59]([CH3:62])([CH3:61])[CH3:60])[C:28]([C:31]3[C:39]4[C:34](=[CH:35][CH:36]=[C:37](B5OC(C)(C)C(C)(C)O5)[CH:38]=4)[N:33]([CH:49]4[CH2:54][CH2:53][CH2:52][CH2:51][O:50]4)[N:32]=3)=[CH:29][N:30]=2)=[CH:22][CH:21]=1.P([O-])([O-])([O-])=O.[K+].[K+].[K+]. The catalyst is O.CN(C)C(=O)C.C1C=CC([P]([Pd]([P](C2C=CC=CC=2)(C2C=CC=CC=2)C2C=CC=CC=2)([P](C2C=CC=CC=2)(C2C=CC=CC=2)C2C=CC=CC=2)[P](C2C=CC=CC=2)(C2C=CC=CC=2)C2C=CC=CC=2)(C2C=CC=CC=2)C2C=CC=CC=2)=CC=1. The product is [CH2:8]([N:7]([CH2:10][C:11]1[CH:12]=[N:13][CH:14]=[C:15]([C:37]2[CH:38]=[C:39]3[C:34](=[CH:35][CH:36]=2)[N:33]([CH:49]2[CH2:54][CH2:53][CH2:52][CH2:51][O:50]2)[N:32]=[C:31]3[C:28]2[N:27]([CH2:55][O:56][CH2:57][CH2:58][Si:59]([CH3:62])([CH3:61])[CH3:60])[C:26]([C:23]3[CH:24]=[CH:25][N:20]=[CH:21][CH:22]=3)=[N:30][CH:29]=2)[C:16]=1[CH3:17])[C:6](=[O:19])[O:5][C:1]([CH3:4])([CH3:3])[CH3:2])[CH3:9]. The yield is 0.670. (9) The reactants are Cl[C:2]1[C:7]2[C:8]([I:11])=[N:9][NH:10][C:6]=2[CH:5]=[C:4]([Cl:12])[N:3]=1.[CH3:13][NH2:14]. No catalyst specified. The product is [Cl:12][C:4]1[N:3]=[C:2]([NH:14][CH3:13])[C:7]2[C:8]([I:11])=[N:9][NH:10][C:6]=2[CH:5]=1. The yield is 0.710.